From a dataset of Peptide-MHC class II binding affinity with 134,281 pairs from IEDB. Regression. Given a peptide amino acid sequence and an MHC pseudo amino acid sequence, predict their binding affinity value. This is MHC class II binding data. (1) The peptide sequence is DVKIPGGGQIVGGVY. The MHC is HLA-DQA10501-DQB10301 with pseudo-sequence HLA-DQA10501-DQB10301. The binding affinity (normalized) is 0.742. (2) The peptide sequence is YDKFLANVSTVLTIK. The MHC is DRB1_0802 with pseudo-sequence DRB1_0802. The binding affinity (normalized) is 0.938. (3) The peptide sequence is QSALSEFIKFAEGRR. The MHC is DRB1_0301 with pseudo-sequence DRB1_0301. The binding affinity (normalized) is 0.427. (4) The peptide sequence is WGAIWRIDTPEVLKG. The MHC is DRB1_0101 with pseudo-sequence DRB1_0101. The binding affinity (normalized) is 0.674. (5) The peptide sequence is SGLVWGQKYFKGNFQ. The MHC is HLA-DPA10301-DPB10402 with pseudo-sequence HLA-DPA10301-DPB10402. The binding affinity (normalized) is 0.225. (6) The peptide sequence is DYLKAQQNRRFMIYV. The MHC is HLA-DPA10301-DPB10402 with pseudo-sequence HLA-DPA10301-DPB10402. The binding affinity (normalized) is 0.549. (7) The peptide sequence is CGSLIGMTNRATWAS. The MHC is DRB1_0801 with pseudo-sequence DRB1_0801. The binding affinity (normalized) is 0.554. (8) The peptide sequence is GNQEGSLKTALTGAM. The MHC is DRB1_0801 with pseudo-sequence DRB1_0801. The binding affinity (normalized) is 0.433. (9) The peptide sequence is EEDLKQLLALKGSSY. The MHC is DRB1_0701 with pseudo-sequence DRB1_0701. The binding affinity (normalized) is 0. (10) The peptide sequence is LTTQGSDDIRRLVDT. The MHC is DRB1_0101 with pseudo-sequence DRB1_0101. The binding affinity (normalized) is 0.410.